This data is from Full USPTO retrosynthesis dataset with 1.9M reactions from patents (1976-2016). The task is: Predict the reactants needed to synthesize the given product. The reactants are: [C:1]12([O:14][CH2:13][CH2:12][O:11]1)[C:9]1[CH:8]=[CH:7][CH:6]=[C:5](N)[C:4]=1[CH2:3][CH2:2]2.[C:15](O)(=O)C.C=O.[C:21]([BH3-])#[N:22].[Na+]. Given the product [CH3:15][N:22]([CH3:21])[C:5]1[C:4]2[CH2:3][CH2:2][C:1]3([O:14][CH2:13][CH2:12][O:11]3)[C:9]=2[CH:8]=[CH:7][CH:6]=1, predict the reactants needed to synthesize it.